This data is from Reaction yield outcomes from USPTO patents with 853,638 reactions. The task is: Predict the reaction yield, written as a fraction of the theoretical maximum amount of product (1.0 means a 100% yield; for example, 0.34 means a 34% yield). (1) The reactants are CC1(C)C(C)(C)[O:5][B:4]([C:9]2[CH:10]=[C:11]([CH2:15][C:16]([OH:18])=O)[CH:12]=[CH:13][CH:14]=2)[O:3]1.CCN=C=NCCCN(C)C.C1C=CC2N(O)N=NC=2C=1.[NH2:41][CH2:42][CH2:43][NH:44][C:45](=[O:71])[CH2:46][C@@H:47]1[N:53]=[C:52]([C:54]2[CH:59]=[CH:58][C:57]([Cl:60])=[CH:56][CH:55]=2)[C:51]2[CH:61]=[C:62]([O:65][CH3:66])[CH:63]=[CH:64][C:50]=2[N:49]2[C:67]([CH3:70])=[N:68][N:69]=[C:48]12.B(O)O. The catalyst is C(Cl)Cl.CN(C1C=CN=CC=1)C. The product is [Cl:60][C:57]1[CH:58]=[CH:59][C:54]([C:52]2[C:51]3[CH:61]=[C:62]([O:65][CH3:66])[CH:63]=[CH:64][C:50]=3[N:49]3[C:67]([CH3:70])=[N:68][N:69]=[C:48]3[C@H:47]([CH2:46][C:45]([NH:44][CH2:43][CH2:42][NH:41][C:16](=[O:18])[CH2:15][C:11]3[CH:10]=[C:9]([B:4]([OH:3])[OH:5])[CH:14]=[CH:13][CH:12]=3)=[O:71])[N:53]=2)=[CH:55][CH:56]=1. The yield is 0.155. (2) The reactants are Br[C:2]1[CH:3]=[C:4]([N:11]2[CH2:16][CH2:15][N:14]([CH3:17])[CH2:13][CH2:12]2)[CH:5]=[CH:6][C:7]=1[N+:8]([O-:10])=[O:9].CC1(C)C(C)(C)OB([C:26]2[S:27][CH:28]=[CH:29][C:30]=2[CH3:31])O1.C1(C)C=CC=CC=1.C([O-])([O-])=O.[Na+].[Na+]. The catalyst is C1C=CC([P]([Pd]([P](C2C=CC=CC=2)(C2C=CC=CC=2)C2C=CC=CC=2)([P](C2C=CC=CC=2)(C2C=CC=CC=2)C2C=CC=CC=2)[P](C2C=CC=CC=2)(C2C=CC=CC=2)C2C=CC=CC=2)(C2C=CC=CC=2)C2C=CC=CC=2)=CC=1.CCOC(C)=O.C(O)C. The product is [CH3:17][N:14]1[CH2:15][CH2:16][N:11]([C:4]2[CH:5]=[CH:6][C:7]([N+:8]([O-:10])=[O:9])=[C:2]([C:26]3[S:27][CH:28]=[CH:29][C:30]=3[CH3:31])[CH:3]=2)[CH2:12][CH2:13]1. The yield is 0.630. (3) The reactants are [CH:1]([C:4]1[CH:9]=[C:8]([CH2:10][O:11]C)[N:7]=[C:6]([NH2:13])[N:5]=1)([CH3:3])[CH3:2].B(Br)(Br)Br. The catalyst is C(Cl)Cl. The product is [NH2:13][C:6]1[N:7]=[C:8]([CH2:10][OH:11])[CH:9]=[C:4]([CH:1]([CH3:3])[CH3:2])[N:5]=1. The yield is 0.660. (4) The reactants are [OH:1][C:2]1[C:3]([CH3:8])=[N:4][CH:5]=[CH:6][CH:7]=1.Cl[C:10]1[N:15]=[CH:14][N:13]=[C:12]2[N:16]([CH:19]3[CH2:24][CH2:23][N:22]([C:25]4[O:29][N:28]=[C:27]([CH:30]([CH3:32])[CH3:31])[N:26]=4)[CH2:21][CH2:20]3)[N:17]=[CH:18][C:11]=12.C(=O)([O-])[O-].[K+].[K+]. The catalyst is CN(C=O)C. The product is [CH:30]([C:27]1[N:26]=[C:25]([N:22]2[CH2:23][CH2:24][CH:19]([N:16]3[C:12]4=[N:13][CH:14]=[N:15][C:10]([O:1][C:2]5[C:3]([CH3:8])=[N:4][CH:5]=[CH:6][CH:7]=5)=[C:11]4[CH:18]=[N:17]3)[CH2:20][CH2:21]2)[O:29][N:28]=1)([CH3:32])[CH3:31]. The yield is 0.390. (5) The product is [NH2:1][C:2]1([C:6]2[CH:7]=[CH:8][C:9]([C:12]3[N:13]=[C:14]4[CH:19]=[CH:18][C:17]([C:20]([NH2:32])=[O:21])=[N:16][N:15]4[C:25]=3[C:26]3[CH:27]=[CH:28][CH:29]=[CH:30][CH:31]=3)=[CH:10][CH:11]=2)[CH2:3][CH2:4][CH2:5]1. The catalyst is CO. The reactants are [NH2:1][C:2]1([C:6]2[CH:11]=[CH:10][C:9]([C:12]3[N:13]=[C:14]4[CH:19]=[CH:18][C:17]([C:20](OCC)=[O:21])=[N:16][N:15]4[C:25]=3[C:26]3[CH:31]=[CH:30][CH:29]=[CH:28][CH:27]=3)=[CH:8][CH:7]=2)[CH2:5][CH2:4][CH2:3]1.[NH3:32]. The yield is 0.720. (6) The reactants are [CH3:1][O:2][C:3]1[CH:4]=[C:5]([NH:11][C:12](=[NH:24])[CH2:13][C:14]([C:16]2[CH:21]=[CH:20][CH:19]=[C:18]([O:22][CH3:23])[CH:17]=2)=[O:15])[CH:6]=[CH:7][C:8]=1[O:9][CH3:10].[C:25](OC)(=[O:28])[C:26]#[CH:27]. The catalyst is CO. The product is [NH2:24][C:12]1[N:11]([C:5]2[CH:6]=[CH:7][C:8]([O:9][CH3:10])=[C:3]([O:2][CH3:1])[CH:4]=2)[C:25](=[O:28])[CH:26]=[CH:27][C:13]=1[C:14](=[O:15])[C:16]1[CH:21]=[CH:20][CH:19]=[C:18]([O:22][CH3:23])[CH:17]=1. The yield is 0.210. (7) The reactants are [N+:1]([C:4]1[CH:9]=[CH:8][CH:7]=[CH:6][C:5]=1[C:10]1[CH:15]=[CH:14][CH:13]=[CH:12][N:11]=1)([O-])=O.CO.[BH4-].[Na+].O. The catalyst is C1COCC1. The product is [N:11]1[CH:12]=[CH:13][CH:14]=[CH:15][C:10]=1[C:5]1[CH:6]=[CH:7][CH:8]=[CH:9][C:4]=1[NH2:1]. The yield is 0.790. (8) The reactants are [Cl:1][C:2]1[N:6]2[CH:7]=[CH:8][C:9]([CH3:11])=[N:10][C:5]2=[N:4][C:3]=1[CH2:12][C@@H:13]1[CH2:18][CH2:17][CH2:16][CH2:15][N:14]1C(OC(C)(C)C)=O. The catalyst is C(Cl)Cl.C(O)(C(F)(F)F)=O. The product is [Cl:1][C:2]1[N:6]2[CH:7]=[CH:8][C:9]([CH3:11])=[N:10][C:5]2=[N:4][C:3]=1[CH2:12][C@@H:13]1[CH2:18][CH2:17][CH2:16][CH2:15][NH:14]1. The yield is 0.970.